This data is from Forward reaction prediction with 1.9M reactions from USPTO patents (1976-2016). The task is: Predict the product of the given reaction. Given the reactants [N+](C1C=C(N2CCNCC2)C=CC=1)([O-])=O.[CH3:16][C:17]([OH:35])([CH3:34])[CH2:18][N:19]1[CH2:24][CH2:23][N:22]([C:25]2[CH:30]=[CH:29][CH:28]=[C:27]([N+:31]([O-:33])=[O:32])[CH:26]=2)[CH2:21][CH2:20]1.Cl.O1C(C)(C)C1.C(Cl)Cl.CO, predict the reaction product. The product is: [CH3:34][C:17]([OH:35])([CH3:16])[CH2:18][N:19]1[CH2:20][CH2:21][N:22]([C:25]2[CH:30]=[CH:29][CH:28]=[C:27]([N+:31]([O-:33])=[O:32])[CH:26]=2)[CH2:23][CH2:24]1.